Dataset: NCI-60 drug combinations with 297,098 pairs across 59 cell lines. Task: Regression. Given two drug SMILES strings and cell line genomic features, predict the synergy score measuring deviation from expected non-interaction effect. (1) Drug 1: CC1=C(C=C(C=C1)NC2=NC=CC(=N2)N(C)C3=CC4=NN(C(=C4C=C3)C)C)S(=O)(=O)N.Cl. Drug 2: C1CNP(=O)(OC1)N(CCCl)CCCl. Cell line: MOLT-4. Synergy scores: CSS=11.9, Synergy_ZIP=9.38, Synergy_Bliss=9.33, Synergy_Loewe=3.16, Synergy_HSA=8.16. (2) Drug 1: CN(C)C1=NC(=NC(=N1)N(C)C)N(C)C. Drug 2: CS(=O)(=O)OCCCCOS(=O)(=O)C. Cell line: U251. Synergy scores: CSS=11.7, Synergy_ZIP=-3.77, Synergy_Bliss=-3.40, Synergy_Loewe=-11.5, Synergy_HSA=-5.69. (3) Drug 1: CC1=CC2C(CCC3(C2CCC3(C(=O)C)OC(=O)C)C)C4(C1=CC(=O)CC4)C. Drug 2: CNC(=O)C1=NC=CC(=C1)OC2=CC=C(C=C2)NC(=O)NC3=CC(=C(C=C3)Cl)C(F)(F)F. Cell line: HL-60(TB). Synergy scores: CSS=35.3, Synergy_ZIP=3.88, Synergy_Bliss=5.76, Synergy_Loewe=-14.7, Synergy_HSA=3.10. (4) Drug 1: CC12CCC3C(C1CCC2=O)CC(=C)C4=CC(=O)C=CC34C. Drug 2: CN(C(=O)NC(C=O)C(C(C(CO)O)O)O)N=O. Cell line: SNB-19. Synergy scores: CSS=43.1, Synergy_ZIP=-0.167, Synergy_Bliss=-0.160, Synergy_Loewe=1.15, Synergy_HSA=0.866. (5) Drug 1: CNC(=O)C1=CC=CC=C1SC2=CC3=C(C=C2)C(=NN3)C=CC4=CC=CC=N4. Drug 2: C1=NC2=C(N=C(N=C2N1C3C(C(C(O3)CO)O)F)Cl)N. Cell line: HCT116. Synergy scores: CSS=29.9, Synergy_ZIP=-6.87, Synergy_Bliss=-11.0, Synergy_Loewe=-27.5, Synergy_HSA=-9.37. (6) Drug 1: CC1CCC2CC(C(=CC=CC=CC(CC(C(=O)C(C(C(=CC(C(=O)CC(OC(=O)C3CCCCN3C(=O)C(=O)C1(O2)O)C(C)CC4CCC(C(C4)OC)O)C)C)O)OC)C)C)C)OC. Drug 2: CC1C(C(CC(O1)OC2CC(CC3=C2C(=C4C(=C3O)C(=O)C5=CC=CC=C5C4=O)O)(C(=O)C)O)N)O. Cell line: K-562. Synergy scores: CSS=32.7, Synergy_ZIP=2.07, Synergy_Bliss=2.95, Synergy_Loewe=2.03, Synergy_HSA=4.52. (7) Drug 1: C1CN1P(=S)(N2CC2)N3CC3. Drug 2: C1C(C(OC1N2C=C(C(=O)NC2=O)F)CO)O. Cell line: SNB-19. Synergy scores: CSS=30.4, Synergy_ZIP=-5.52, Synergy_Bliss=-0.737, Synergy_Loewe=-32.3, Synergy_HSA=2.43.